Dataset: Reaction yield outcomes from USPTO patents with 853,638 reactions. Task: Predict the reaction yield, written as a fraction of the theoretical maximum amount of product (1.0 means a 100% yield; for example, 0.34 means a 34% yield). (1) The reactants are Cl.Cl.[CH3:3][C@H:4]1[C:12]2[C:11]([N:13]3[CH2:18][CH2:17][NH:16][CH2:15][CH2:14]3)=[N:10][CH:9]=[N:8][C:7]=2[C@H:6]([OH:19])[CH2:5]1.[C:20]([O:24][C:25]([NH:27][CH2:28][C@H:29]([C:33]1[CH:38]=[CH:37][C:36]([Cl:39])=[CH:35][CH:34]=1)[C:30](O)=[O:31])=[O:26])([CH3:23])([CH3:22])[CH3:21].C(N(C(C)C)CC)(C)C.CN(C(ON1N=NC2C=CC=CC1=2)=[N+](C)C)C.F[P-](F)(F)(F)(F)F. The catalyst is C(Cl)Cl. The product is [Cl:39][C:36]1[CH:37]=[CH:38][C:33]([C@H:29]([C:30]([N:16]2[CH2:15][CH2:14][N:13]([C:11]3[C:12]4[C@H:4]([CH3:3])[CH2:5][C@@H:6]([OH:19])[C:7]=4[N:8]=[CH:9][N:10]=3)[CH2:18][CH2:17]2)=[O:31])[CH2:28][NH:27][C:25](=[O:26])[O:24][C:20]([CH3:23])([CH3:21])[CH3:22])=[CH:34][CH:35]=1. The yield is 0.780. (2) The reactants are [NH:1]1[CH:5]=[C:4]([C:6]2[C:7]3[CH:14]=[CH:13][N:12]([CH2:15][O:16][CH2:17][CH2:18][Si:19]([CH3:22])([CH3:21])[CH3:20])[C:8]=3[N:9]=[CH:10][N:11]=2)[CH:3]=[N:2]1.[C:23]([OH:28])(=[O:27])[CH:24]=[CH:25][CH3:26].[CH2:29]1CCN2C(=NCCC2)C[CH2:30]1.[C:40](#N)C. No catalyst specified. The product is [CH3:26][C:25]([N:1]1[CH:5]=[C:4]([C:6]2[C:7]3[CH:14]=[CH:13][N:12]([CH2:15][O:16][CH2:17][CH2:18][Si:19]([CH3:22])([CH3:21])[CH3:20])[C:8]=3[N:9]=[CH:10][N:11]=2)[CH:3]=[N:2]1)([CH3:40])[CH2:24][C:23]([O:28][CH2:29][CH3:30])=[O:27]. The yield is 0.910. (3) The reactants are Cl.[N:2]1(N=C2CCCC(O)=C2)[C:11]2[C:6](=[CH:7][CH:8]=[CH:9][CH:10]=2)[CH2:5][CH2:4][CH2:3]1.Cl.[CH3:21][C:22]([OH:24])=O. No catalyst specified. The product is [CH:9]1[CH:8]=[CH:7][C:6]2[CH2:5][CH2:4][CH2:3][N:2]3[C:11]=2[C:10]=1[C:3]1[C:22](=[O:24])[CH2:21][CH2:6][CH2:5][C:4]=13. The yield is 0.330. (4) The reactants are [Cl:1][C:2]1[CH:3]=[CH:4][C:5]([O:21][CH3:22])=[C:6]([CH:20]=1)[C:7]([NH:9][C:10]1[S:11][C:12]([C:15]([CH3:19])([CH3:18])[C:16]#[CH:17])=[N:13][N:14]=1)=[O:8].[CH3:23][C:24](C)([O-:26])[CH3:25].[K+].CN(C)C=O.O1CC[CH2:36][CH2:35]1. No catalyst specified. The product is [Cl:1][C:2]1[CH:3]=[CH:4][C:5]([O:21][CH3:22])=[C:6]([CH:20]=1)[C:7](/[N:9]=[C:10]1\[S:11][C:12]([C:15]([CH3:18])([CH3:19])[C:16]#[CH:17])=[N:13][N:14]\1[CH2:23][C@H:24]1[CH2:25][CH2:36][CH2:35][O:26]1)=[O:8]. The yield is 0.290.